Dataset: Full USPTO retrosynthesis dataset with 1.9M reactions from patents (1976-2016). Task: Predict the reactants needed to synthesize the given product. (1) Given the product [CH3:43][O:42][C:40]1[CH:41]=[C:33]([NH:32][C:30](=[O:31])[O:29][C:25]([CH3:26])([CH3:27])[CH3:28])[CH:34]=[C:35]([O:44][CH3:45])[C:36]=1[C:37](=[O:39])[NH:55][CH2:54][CH2:53][CH2:52][N:49]1[CH2:50][CH2:51][O:46][CH2:47][CH2:48]1, predict the reactants needed to synthesize it. The reactants are: CN(C(ON1N=NC2C=CC=NC1=2)=[N+](C)C)C.F[P-](F)(F)(F)(F)F.[C:25]([O:29][C:30]([NH:32][C:33]1[CH:41]=[C:40]([O:42][CH3:43])[C:36]([C:37]([OH:39])=O)=[C:35]([O:44][CH3:45])[CH:34]=1)=[O:31])([CH3:28])([CH3:27])[CH3:26].[O:46]1[CH2:51][CH2:50][N:49]([CH2:52][CH2:53][CH2:54][NH2:55])[CH2:48][CH2:47]1.CCN(C(C)C)C(C)C. (2) Given the product [Cl:1][C:2]1[CH:3]=[CH:4][C:5]([C:28]([F:31])([F:29])[F:30])=[C:6]([CH:27]=1)[CH2:7][N:8]1[CH2:13][CH2:12][NH:11][C:10]2[N:14]=[CH:15][C:16]([C:18]3[CH:19]=[CH:20][C:21]([C:22]([NH:40][CH2:39][CH:38]([C:32]4[CH:37]=[CH:36][CH:35]=[CH:34][CH:33]=4)[C:41]4[CH:46]=[CH:45][CH:44]=[CH:43][CH:42]=4)=[O:24])=[CH:25][CH:26]=3)=[CH:17][C:9]1=2, predict the reactants needed to synthesize it. The reactants are: [Cl:1][C:2]1[CH:3]=[CH:4][C:5]([C:28]([F:31])([F:30])[F:29])=[C:6]([CH:27]=1)[CH2:7][N:8]1[CH2:13][CH2:12][NH:11][C:10]2[N:14]=[CH:15][C:16]([C:18]3[CH:26]=[CH:25][C:21]([C:22]([OH:24])=O)=[CH:20][CH:19]=3)=[CH:17][C:9]1=2.[C:32]1([CH:38]([C:41]2[CH:46]=[CH:45][CH:44]=[CH:43][CH:42]=2)[CH2:39][NH2:40])[CH:37]=[CH:36][CH:35]=[CH:34][CH:33]=1. (3) Given the product [F:17][C:18]([F:29])([F:28])[C:19]1[CH:24]=[C:23]([CH:22]=[CH:21][CH:20]=1)[O:1][C:2]1[CH:3]=[CH:4][C:5]([CH2:8][NH:9][C:10](=[O:16])[O:11][C:12]([CH3:13])([CH3:15])[CH3:14])=[CH:6][CH:7]=1, predict the reactants needed to synthesize it. The reactants are: [OH:1][C:2]1[CH:7]=[CH:6][C:5]([CH2:8][NH:9][C:10](=[O:16])[O:11][C:12]([CH3:15])([CH3:14])[CH3:13])=[CH:4][CH:3]=1.[F:17][C:18]([F:29])([F:28])[C:19]1[CH:20]=[C:21](B(O)O)[CH:22]=[CH:23][CH:24]=1.C(N(CC)CC)C. (4) The reactants are: [NH2:1][C:2]1[CH:3]=[CH:4][C:5]2[CH2:11][CH2:10][CH2:9][C:8](=[O:12])[NH:7][C:6]=2[CH:13]=1.Cl[C:15]1[N:20]=[C:19]([NH:21][C:22]2[C:31]([F:32])=[CH:30][C:29]([C:33]3[CH:34]=[N:35][N:36]([CH3:38])[CH:37]=3)=[CH:28][C:23]=2[C:24]([NH:26][CH3:27])=[O:25])[C:18]([Cl:39])=[CH:17][N:16]=1. Given the product [Cl:39][C:18]1[C:19]([NH:21][C:22]2[C:31]([F:32])=[CH:30][C:29]([C:33]3[CH:34]=[N:35][N:36]([CH3:38])[CH:37]=3)=[CH:28][C:23]=2[C:24]([NH:26][CH3:27])=[O:25])=[N:20][C:15]([NH:1][C:2]2[CH:3]=[CH:4][C:5]3[CH2:11][CH2:10][CH2:9][C:8](=[O:12])[NH:7][C:6]=3[CH:13]=2)=[N:16][CH:17]=1, predict the reactants needed to synthesize it. (5) Given the product [Cl:11][C:9]1[CH:8]=[CH:7][C:5]2[N:6]=[C:2]([N:19]3[CH2:24][CH2:23][CH:22]([O:25][C:26]4[CH:31]=[CH:30][CH:29]=[CH:28][C:27]=4[NH:32][S:33]([C:36]4[CH:41]=[CH:40][CH:39]=[CH:38][N:37]=4)(=[O:35])=[O:34])[CH2:21][CH2:20]3)[O:3][C:4]=2[CH:10]=1, predict the reactants needed to synthesize it. The reactants are: Cl[C:2]1[O:3][C:4]2[CH:10]=[C:9]([Cl:11])[CH:8]=[CH:7][C:5]=2[N:6]=1.FC(F)(F)C(O)=O.[NH:19]1[CH2:24][CH2:23][CH:22]([O:25][C:26]2[CH:31]=[CH:30][CH:29]=[CH:28][C:27]=2[NH:32][S:33]([C:36]2[CH:41]=[CH:40][CH:39]=[CH:38][N:37]=2)(=[O:35])=[O:34])[CH2:21][CH2:20]1.